Dataset: Forward reaction prediction with 1.9M reactions from USPTO patents (1976-2016). Task: Predict the product of the given reaction. Given the reactants [C:1]([O:5][C:6](=[O:33])[C:7]1[CH:19]=[C:18]([O:20][CH2:21][CH2:22][CH2:23][CH2:24][CH2:25][CH2:26][CH2:27][CH2:28][CH2:29][C:30]([OH:32])=[O:31])[CH:17]=[C:9]([C:10]([O:12][C:13]([CH3:16])([CH3:15])[CH3:14])=[O:11])[CH:8]=1)([CH3:4])([CH3:3])[CH3:2].[B-](F)(F)(F)F.CN(C(O[N:47]1[C:52](=[O:53])[CH2:51][CH2:50][C:48]1=[O:49])=[N+](C)C)C.CCN(C(C)C)C(C)C, predict the reaction product. The product is: [C:1]([O:5][C:6](=[O:33])[C:7]1[CH:19]=[C:18]([O:20][CH2:21][CH2:22][CH2:23][CH2:24][CH2:25][CH2:26][CH2:27][CH2:28][CH2:29][C:30]([O:32][N:47]2[C:52](=[O:53])[CH2:51][CH2:50][C:48]2=[O:49])=[O:31])[CH:17]=[C:9]([C:10]([O:12][C:13]([CH3:16])([CH3:15])[CH3:14])=[O:11])[CH:8]=1)([CH3:2])([CH3:3])[CH3:4].